From a dataset of Forward reaction prediction with 1.9M reactions from USPTO patents (1976-2016). Predict the product of the given reaction. (1) Given the reactants [F:1][C:2]1[CH:37]=[CH:36][C:5]([C:6]([N:8]2[CH2:12][C@H:11]([CH2:13][CH2:14][CH2:15][B:16]3[O:20]C(C)(C)C(C)(C)[O:17]3)[C@:10]([NH:29]C(=O)C(F)(F)F)([C:25]([O:27]C)=[O:26])[CH2:9]2)=[O:7])=[CH:4][CH:3]=1.O.[OH-].[Li+].[ClH:41], predict the reaction product. The product is: [ClH:41].[NH2:29][C:10]1([C:25]([OH:27])=[O:26])[CH:11]([CH2:13][CH2:14][CH2:15][B:16]([OH:20])[OH:17])[CH2:12][N:8]([C:6](=[O:7])[C:5]2[CH:36]=[CH:37][C:2]([F:1])=[CH:3][CH:4]=2)[CH2:9]1. (2) Given the reactants [C:1]([O:7]CC)(=O)[CH2:2][C:3]([CH3:5])=O.[CH3:10][C:11]1[CH:12]=[C:13]([NH2:16])[NH:14][N:15]=1, predict the reaction product. The product is: [CH3:10][C:11]1[CH:12]=[C:13]2[NH:16][C:3]([CH3:5])=[CH:2][C:1](=[O:7])[N:14]2[N:15]=1. (3) Given the reactants [Br:1][C:2]1[N:6]=[C:5]([NH2:7])[S:4][N:3]=1.[CH3:8][C:9]([O:12][C:13](O[C:13]([O:12][C:9]([CH3:11])([CH3:10])[CH3:8])=[O:14])=[O:14])([CH3:11])[CH3:10], predict the reaction product. The product is: [Br:1][C:2]1[N:6]=[C:5]([NH:7][C:13](=[O:14])[O:12][C:9]([CH3:11])([CH3:10])[CH3:8])[S:4][N:3]=1. (4) Given the reactants O.O.O.O.O.O.[Cl-:7].[Mg+2:8].[Cl-].[CH2:10]1[CH2:14][N:13]([C:15]([CH2:17][NH:18][C:19]23[CH2:28][C:26]4([OH:29])[CH2:27][CH:21]([CH2:22][CH:23]([CH2:25]4)[CH2:24]2)[CH2:20]3)=[O:16])[C@H:12]([C:30]#[N:31])[CH2:11]1, predict the reaction product. The product is: [CH2:10]1[CH2:14][N:13]([C:15]([CH2:17][NH:18][C:19]23[CH2:28][C:26]4([OH:29])[CH2:25][CH:23]([CH2:22][CH:21]([CH2:27]4)[CH2:20]2)[CH2:24]3)=[O:16])[C@H:12]([C:30]#[N:31])[CH2:11]1.[Cl-:7].[Mg+2:8].[Cl-:7]. (5) Given the reactants [H-].[H-].[H-].[H-].[Li+].[Al+3].[F:7][C:8]1[CH:23]=[CH:22][CH:21]=[CH:20][C:9]=1[CH2:10][O:11][C:12]1[CH:19]=[CH:18][C:15]([C:16]#[N:17])=[CH:14][CH:13]=1.O.[OH-].[Na+], predict the reaction product. The product is: [F:7][C:8]1[CH:23]=[CH:22][CH:21]=[CH:20][C:9]=1[CH2:10][O:11][C:12]1[CH:19]=[CH:18][C:15]([CH2:16][NH2:17])=[CH:14][CH:13]=1.